Dataset: Full USPTO retrosynthesis dataset with 1.9M reactions from patents (1976-2016). Task: Predict the reactants needed to synthesize the given product. (1) The reactants are: [NH2:1][C:2]1[N:6]([C:7]2[CH:8]=[CH:9][C:10]([Cl:14])=[C:11]([OH:13])[CH:12]=2)[N:5]=[C:4]([C:15]([CH3:18])([CH3:17])[CH3:16])[CH:3]=1.C1C=CC(P(C2C=CC=CC=2)C2C=CC=CC=2)=CC=1.[O:38]1[CH2:43][CH2:42][CH2:41][CH2:40][CH:39]1[O:44][CH2:45][CH2:46][CH2:47]O.CCOC(/N=N/C(OCC)=O)=O. Given the product [C:15]([C:4]1[CH:3]=[C:2]([NH2:1])[N:6]([C:7]2[CH:8]=[CH:9][C:10]([Cl:14])=[C:11]([O:13][CH2:47][CH2:46][CH2:45][O:44][CH:39]3[CH2:40][CH2:41][CH2:42][CH2:43][O:38]3)[CH:12]=2)[N:5]=1)([CH3:18])([CH3:17])[CH3:16], predict the reactants needed to synthesize it. (2) Given the product [CH3:24][O:23][C:13]1[C:11]2[N:12]=[C:8]([NH:7][C:6]([NH:26][CH2:27][CH2:28][N:29]3[CH2:34][CH2:33][CH2:32][CH2:31][CH2:30]3)=[O:25])[S:9][C:10]=2[C:16]([C:17]2[CH:22]=[CH:21][CH:20]=[CH:19][CH:18]=2)=[CH:15][CH:14]=1, predict the reactants needed to synthesize it. The reactants are: C(O[C:6](=[O:25])[NH:7][C:8]1[S:9][C:10]2[C:16]([C:17]3[CH:22]=[CH:21][CH:20]=[CH:19][CH:18]=3)=[CH:15][CH:14]=[C:13]([O:23][CH3:24])[C:11]=2[N:12]=1)(C)(C)C.[NH2:26][CH2:27][CH2:28][N:29]1[CH2:34][CH2:33][CH2:32][CH2:31][CH2:30]1. (3) Given the product [CH2:20]([O:19][C:18]1[C:13]([NH:12][C:10]([NH2:9])=[S:11])=[N:14][CH:15]=[C:16]([Br:27])[N:17]=1)[C:21]1[CH:22]=[CH:23][CH:24]=[CH:25][CH:26]=1, predict the reactants needed to synthesize it. The reactants are: C([NH:9][C:10]([NH:12][C:13]1[C:18]([O:19][CH2:20][C:21]2[CH:26]=[CH:25][CH:24]=[CH:23][CH:22]=2)=[N:17][C:16]([Br:27])=[CH:15][N:14]=1)=[S:11])(=O)C1C=CC=CC=1.C(=O)([O-])[O-].[K+].[K+]. (4) The reactants are: [C:1]([N:8]1[CH2:16][CH2:15][CH2:14][C@H:10]([C:11]([OH:13])=O)[CH2:9]1)([O:3][C:4]([CH3:7])([CH3:6])[CH3:5])=[O:2].[CH:17]1[CH:18]=[CH:19][C:20]2N(O)N=N[C:21]=2[CH:22]=1.CC[N:29]=[C:30]=[N:31]CCCN(C)C.Cl.C(N(CC)CC)C.[O:46]1CCOCC1. Given the product [C:4]([O:3][C:1]([N:8]1[CH2:16][CH2:15][CH2:14][C@H:10]([C:11]2[O:13][N:31]=[C:30]([O:46][C:21]3[CH:20]=[CH:19][CH:18]=[CH:17][CH:22]=3)[N:29]=2)[CH2:9]1)=[O:2])([CH3:5])([CH3:6])[CH3:7], predict the reactants needed to synthesize it. (5) Given the product [C:1]([C:3]1([C:14]2[C:23]3[O:22][CH2:21][CH2:20][O:19][C:18]=3[C:17]([O:24][CH3:25])=[CH:16][CH:15]=2)[CH2:8][CH2:7][C:6](=[O:9])[CH2:5][CH2:4]1)#[N:2], predict the reactants needed to synthesize it. The reactants are: [C:1]([C:3]1([C:14]2[C:23]3[O:22][CH2:21][CH2:20][O:19][C:18]=3[C:17]([O:24][CH3:25])=[CH:16][CH:15]=2)[CH2:8][CH2:7][C:6](=[O:9])[CH:5](C(OC)=O)[CH2:4]1)#[N:2].CS(C)=O.[Cl-].[Na+]. (6) The reactants are: Cl.Cl.[NH2:3][CH2:4][CH2:5][N:6]1[C:14]2[C:13]([NH:15][C:16]3[CH:21]=[CH:20][C:19]([O:22][C:23]4[C:28]5[CH:29]=[N:30][S:31][C:27]=5[CH:26]=[CH:25][CH:24]=4)=[C:18]([F:32])[CH:17]=3)=[N:12][CH:11]=[N:10][C:9]=2[CH:8]=[CH:7]1.[CH3:33][C:34]([CH3:45])([CH3:44])[C:35](O[C:35](=[O:36])[C:34]([CH3:45])([CH3:44])[CH3:33])=[O:36].C(N(CC)CC)C.CN(C)C=O. Given the product [S:31]1[C:27]2[CH:26]=[CH:25][CH:24]=[C:23]([O:22][C:19]3[CH:20]=[CH:21][C:16]([NH:15][C:13]4[C:14]5[N:6]([CH2:5][CH2:4][NH:3][C:35](=[O:36])[C:34]([CH3:45])([CH3:44])[CH3:33])[CH:7]=[CH:8][C:9]=5[N:10]=[CH:11][N:12]=4)=[CH:17][C:18]=3[F:32])[C:28]=2[CH:29]=[N:30]1, predict the reactants needed to synthesize it. (7) Given the product [ClH:47].[C:17]1([CH:27]([NH:29][CH2:15][CH2:14][CH2:13][C:11]2[CH:10]=[CH:9][CH:8]=[C:7]([C:1]3[CH:6]=[CH:5][CH:4]=[CH:3][CH:2]=3)[N:12]=2)[CH3:28])[C:26]2[C:20]([CH:21]=[CH:22][CH:23]=[CH:24][CH:25]=2)=[CH:19][CH:18]=1, predict the reactants needed to synthesize it. The reactants are: [C:1]1([C:7]2[N:12]=[C:11]([CH2:13][CH2:14][CH:15]=O)[CH:10]=[CH:9][CH:8]=2)[CH:6]=[CH:5][CH:4]=[CH:3][CH:2]=1.[C:17]1([CH:27]([NH2:29])[CH3:28])[C:26]2[C:20]([CH:21]=[CH:22][CH:23]=[CH:24][CH:25]=2)=[CH:19][CH:18]=1.C(O[BH-](OC(=O)C)OC(=O)C)(=O)C.[Na+].[OH-].[Na+].C(Cl)[Cl:47]. (8) Given the product [CH3:1][O:2][C:3]1[CH:33]=[C:32]([O:34][CH3:35])[CH:31]=[CH:30][C:4]=1[CH2:5][N:6]1[C:15]2[C:10](=[CH:11][CH:12]=[C:13]([N:16]3[CH2:21][CH2:20][CH2:19][CH2:18][C@@H:17]3[CH2:22][OH:23])[N:14]=2)[C:9](=[O:24])[C:8]([C:25]([OH:27])=[O:26])=[CH:7]1, predict the reactants needed to synthesize it. The reactants are: [CH3:1][O:2][C:3]1[CH:33]=[C:32]([O:34][CH3:35])[CH:31]=[CH:30][C:4]=1[CH2:5][N:6]1[C:15]2[C:10](=[CH:11][CH:12]=[C:13]([N:16]3[CH2:21][CH2:20][CH2:19][CH2:18][CH:17]3[CH2:22][OH:23])[N:14]=2)[C:9](=[O:24])[C:8]([C:25]([O:27]CC)=[O:26])=[CH:7]1.[OH-].[Li+].Cl.O. (9) Given the product [C:32]([N:31]1[C:27]([CH2:24][CH2:25][CH3:26])=[CH:28][C:29]([CH2:36][NH:21][CH2:20][CH2:19][N:16]2[CH2:15][CH2:14][N:13]([CH:6]([C:7]3[CH:8]=[CH:9][CH:10]=[CH:11][CH:12]=3)[C:5]3[CH:4]=[CH:3][C:2]([Cl:1])=[CH:23][CH:22]=3)[CH2:18][CH2:17]2)=[N:30]1)([CH3:35])([CH3:34])[CH3:33], predict the reactants needed to synthesize it. The reactants are: [Cl:1][C:2]1[CH:23]=[CH:22][C:5]([CH:6]([N:13]2[CH2:18][CH2:17][N:16]([CH2:19][CH2:20][NH2:21])[CH2:15][CH2:14]2)[C:7]2[CH:12]=[CH:11][CH:10]=[CH:9][CH:8]=2)=[CH:4][CH:3]=1.[CH2:24]([C:27]1[N:31]([C:32]([CH3:35])([CH3:34])[CH3:33])[N:30]=[C:29]([CH:36]=O)[CH:28]=1)[CH2:25][CH3:26].